This data is from Forward reaction prediction with 1.9M reactions from USPTO patents (1976-2016). The task is: Predict the product of the given reaction. (1) Given the reactants [C:1]([O:5][C:6](=[O:19])[NH:7][C:8]1[CH:13]=[CH:12][C:11]([C:14]([F:17])([F:16])[F:15])=[CH:10][C:9]=1[NH2:18])([CH3:4])([CH3:3])[CH3:2].C([O:24][C:25](=O)[CH2:26][C:27](=[O:40])[C:28]1[CH:33]=[CH:32][CH:31]=[C:30]([C:34]2[CH:39]=[CH:38][N:37]=[CH:36][CH:35]=2)[CH:29]=1)(C)(C)C, predict the reaction product. The product is: [C:1]([O:5][C:6](=[O:19])[NH:7][C:8]1[CH:13]=[CH:12][C:11]([C:14]([F:17])([F:16])[F:15])=[CH:10][C:9]=1[NH:18][C:25](=[O:24])[CH2:26][C:27](=[O:40])[C:28]1[CH:33]=[CH:32][CH:31]=[C:30]([C:34]2[CH:35]=[CH:36][N:37]=[CH:38][CH:39]=2)[CH:29]=1)([CH3:4])([CH3:2])[CH3:3]. (2) Given the reactants [CH2:1]([NH:3][C:4]1[CH:9]=[C:8]([O:10][CH3:11])[CH:7]=[CH:6][C:5]=1[C@@H:12]1[CH2:21][CH2:20][C:19]2[CH:18]=[C:17]([O:22]C(=O)C(C)(C)C)[CH:16]=[CH:15][C:14]=2[CH2:13]1)[CH3:2].[CH:29]([C:31]1[CH:51]=[CH:50][C:34]([O:35][CH2:36][C:37]2([NH:42]C(=O)OC(C)(C)C)[CH2:41][CH2:40][CH2:39][CH2:38]2)=[CH:33][CH:32]=1)=O, predict the reaction product. The product is: [NH2:42][C:37]1([CH2:36][O:35][C:34]2[CH:33]=[CH:32][C:31]([CH2:29][CH2:2][CH2:1][NH:3][C:4]3[CH:9]=[C:8]([O:10][CH3:11])[CH:7]=[CH:6][C:5]=3[C@@H:12]3[CH2:21][CH2:20][C:19]4[CH:18]=[C:17]([OH:22])[CH:16]=[CH:15][C:14]=4[CH2:13]3)=[CH:51][CH:50]=2)[CH2:38][CH2:39][CH2:40][CH2:41]1.